This data is from NCI-60 drug combinations with 297,098 pairs across 59 cell lines. The task is: Regression. Given two drug SMILES strings and cell line genomic features, predict the synergy score measuring deviation from expected non-interaction effect. (1) Drug 1: CC1CC2C3CCC4=CC(=O)C=CC4(C3(C(CC2(C1(C(=O)CO)O)C)O)F)C. Drug 2: CS(=O)(=O)CCNCC1=CC=C(O1)C2=CC3=C(C=C2)N=CN=C3NC4=CC(=C(C=C4)OCC5=CC(=CC=C5)F)Cl. Cell line: SK-OV-3. Synergy scores: CSS=34.1, Synergy_ZIP=10.7, Synergy_Bliss=12.0, Synergy_Loewe=7.52, Synergy_HSA=17.5. (2) Synergy scores: CSS=26.2, Synergy_ZIP=1.00, Synergy_Bliss=0.268, Synergy_Loewe=-39.2, Synergy_HSA=-1.34. Drug 2: C1=CC=C(C(=C1)C(C2=CC=C(C=C2)Cl)C(Cl)Cl)Cl. Drug 1: CC1C(C(CC(O1)OC2CC(OC(C2O)C)OC3=CC4=CC5=C(C(=O)C(C(C5)C(C(=O)C(C(C)O)O)OC)OC6CC(C(C(O6)C)O)OC7CC(C(C(O7)C)O)OC8CC(C(C(O8)C)O)(C)O)C(=C4C(=C3C)O)O)O)O. Cell line: SK-OV-3. (3) Drug 1: CCN(CC)CCNC(=O)C1=C(NC(=C1C)C=C2C3=C(C=CC(=C3)F)NC2=O)C. Drug 2: CCC1(C2=C(COC1=O)C(=O)N3CC4=CC5=C(C=CC(=C5CN(C)C)O)N=C4C3=C2)O.Cl. Cell line: HL-60(TB). Synergy scores: CSS=74.6, Synergy_ZIP=0.440, Synergy_Bliss=-0.194, Synergy_Loewe=0.444, Synergy_HSA=3.39. (4) Drug 1: CN1C(=O)N2C=NC(=C2N=N1)C(=O)N. Drug 2: N.N.Cl[Pt+2]Cl. Cell line: M14. Synergy scores: CSS=28.1, Synergy_ZIP=-6.82, Synergy_Bliss=-4.35, Synergy_Loewe=-23.9, Synergy_HSA=-6.00.